From a dataset of NCI-60 drug combinations with 297,098 pairs across 59 cell lines. Regression. Given two drug SMILES strings and cell line genomic features, predict the synergy score measuring deviation from expected non-interaction effect. (1) Drug 1: C1CCC(CC1)NC(=O)N(CCCl)N=O. Drug 2: CN1C2=C(C=C(C=C2)N(CCCl)CCCl)N=C1CCCC(=O)O.Cl. Cell line: RXF 393. Synergy scores: CSS=17.1, Synergy_ZIP=-4.21, Synergy_Bliss=-0.234, Synergy_Loewe=-6.63, Synergy_HSA=-1.01. (2) Drug 1: CCC1=C2CN3C(=CC4=C(C3=O)COC(=O)C4(CC)O)C2=NC5=C1C=C(C=C5)O. Drug 2: C1CN1C2=NC(=NC(=N2)N3CC3)N4CC4. Cell line: SR. Synergy scores: CSS=83.7, Synergy_ZIP=0.299, Synergy_Bliss=0.300, Synergy_Loewe=-1.16, Synergy_HSA=2.06. (3) Drug 1: CCCS(=O)(=O)NC1=C(C(=C(C=C1)F)C(=O)C2=CNC3=C2C=C(C=N3)C4=CC=C(C=C4)Cl)F. Drug 2: CC1=C(C=C(C=C1)C(=O)NC2=CC(=CC(=C2)C(F)(F)F)N3C=C(N=C3)C)NC4=NC=CC(=N4)C5=CN=CC=C5. Cell line: CAKI-1. Synergy scores: CSS=32.2, Synergy_ZIP=7.50, Synergy_Bliss=11.7, Synergy_Loewe=14.2, Synergy_HSA=14.2. (4) Drug 1: C1CC(CCC1OC2=C(C(=CC=C2)Cl)F)(CC3=NC(=CC=C3)NC4=NC=CS4)C(=O)O. Drug 2: CCC1=C2CN3C(=CC4=C(C3=O)COC(=O)C4(CC)O)C2=NC5=C1C=C(C=C5)O. Synergy scores: CSS=29.5, Synergy_ZIP=-1.49, Synergy_Bliss=3.05, Synergy_Loewe=-17.0, Synergy_HSA=2.79. Cell line: SK-OV-3. (5) Synergy scores: CSS=-4.73, Synergy_ZIP=-1.45, Synergy_Bliss=-6.78, Synergy_Loewe=-10.1, Synergy_HSA=-8.05. Drug 1: CNC(=O)C1=CC=CC=C1SC2=CC3=C(C=C2)C(=NN3)C=CC4=CC=CC=N4. Drug 2: CN(C(=O)NC(C=O)C(C(C(CO)O)O)O)N=O. Cell line: MDA-MB-435. (6) Drug 1: CC1C(C(CC(O1)OC2CC(CC3=C2C(=C4C(=C3O)C(=O)C5=C(C4=O)C(=CC=C5)OC)O)(C(=O)CO)O)N)O.Cl. Drug 2: C(CN)CNCCSP(=O)(O)O. Cell line: KM12. Synergy scores: CSS=-6.64, Synergy_ZIP=4.36, Synergy_Bliss=2.05, Synergy_Loewe=1.57, Synergy_HSA=-2.50. (7) Drug 2: C1=NNC2=C1C(=O)NC=N2. Drug 1: C1=CC(=CC=C1CCCC(=O)O)N(CCCl)CCCl. Cell line: NCIH23. Synergy scores: CSS=48.0, Synergy_ZIP=-4.52, Synergy_Bliss=-3.52, Synergy_Loewe=-5.68, Synergy_HSA=0.164. (8) Drug 1: C1=CN(C(=O)N=C1N)C2C(C(C(O2)CO)O)O.Cl. Drug 2: CN1C(=O)N2C=NC(=C2N=N1)C(=O)N. Cell line: 786-0. Synergy scores: CSS=26.2, Synergy_ZIP=-9.39, Synergy_Bliss=-2.41, Synergy_Loewe=-3.05, Synergy_HSA=-0.880.